Task: Predict which catalyst facilitates the given reaction.. Dataset: Catalyst prediction with 721,799 reactions and 888 catalyst types from USPTO (1) Reactant: Cl.Cl.[NH:3]1[CH2:8][CH2:7][CH:6]([CH:9]([C:24]2[CH:25]=[N:26][CH:27]=[CH:28][CH:29]=2)[CH2:10][NH:11][C:12]([C:14]2[C:15]([Cl:23])=[C:16]3[C:20](=[CH:21][CH:22]=2)[NH:19][CH:18]=[CH:17]3)=[O:13])[CH2:5][CH2:4]1.CCN(CC)CC.[CH3:37][S:38](Cl)(=[O:40])=[O:39]. Product: [CH3:37][S:38]([N:3]1[CH2:8][CH2:7][CH:6]([CH:9]([C:24]2[CH:25]=[N:26][CH:27]=[CH:28][CH:29]=2)[CH2:10][NH:11][C:12]([C:14]2[C:15]([Cl:23])=[C:16]3[C:20](=[CH:21][CH:22]=2)[NH:19][CH:18]=[CH:17]3)=[O:13])[CH2:5][CH2:4]1)(=[O:40])=[O:39]. The catalyst class is: 2. (2) Reactant: C([S:4][CH2:5][CH:6]([CH2:10][CH:11]([CH3:13])[CH3:12])[C:7](O)=[O:8])(=O)C.CN(C(ON1N=NC2C=CC=NC1=2)=[N+](C)C)C.F[P-](F)(F)(F)(F)F.CCN(C(C)C)C(C)C.Cl.[NH2:48][CH2:49][C:50]1[C:51](=[O:76])[N:52]([CH2:60][C:61]2[CH:66]=[CH:65][C:64]([C:67]3[C:68]([C:73]([OH:75])=[O:74])=[CH:69][CH:70]=[CH:71][CH:72]=3)=[CH:63][CH:62]=2)[C:53]([CH2:56][CH2:57][CH2:58][CH3:59])=[CH:54][CH:55]=1. Product: [CH2:56]([C:53]1[N:52]([CH2:60][C:61]2[CH:62]=[CH:63][C:64]([C:67]3[C:68]([C:73]([OH:75])=[O:74])=[CH:69][CH:70]=[CH:71][CH:72]=3)=[CH:65][CH:66]=2)[C:51](=[O:76])[C:50]([CH2:49][NH:48][C:7](=[O:8])[CH:6]([CH2:5][SH:4])[CH2:10][CH:11]([CH3:13])[CH3:12])=[CH:55][CH:54]=1)[CH2:57][CH2:58][CH3:59]. The catalyst class is: 3. (3) Reactant: [CH3:1][C:2]1[C:11]([CH3:12])=[C:10]([O:13][Si](C(C)(C)C)(C)C)[C:9]2[C:4](=[CH:5][CH:6]=[CH:7][CH:8]=2)[N:3]=1.C(O)C.[O-]CC.[Na+].[CH3:28][O:29][C:30]1[CH:37]=[CH:36][C:33]([CH2:34]Br)=[CH:32][CH:31]=1. Product: [CH3:28][O:29][C:30]1[CH:37]=[CH:36][C:33]([CH2:34][CH2:1][C:2]2[C:11]([CH3:12])=[C:10]([OH:13])[C:9]3[C:4](=[CH:5][CH:6]=[CH:7][CH:8]=3)[N:3]=2)=[CH:32][CH:31]=1. The catalyst class is: 6.